This data is from Full USPTO retrosynthesis dataset with 1.9M reactions from patents (1976-2016). The task is: Predict the reactants needed to synthesize the given product. (1) The reactants are: COC1C=CC(C[N:8]2[C:12]3=[N:13][CH:14]=[C:15]([C:17]4[CH:18]=[C:19]([S:23]([N:26]([CH3:28])[CH3:27])(=[O:25])=[O:24])[CH:20]=[CH:21][CH:22]=4)[CH:16]=[C:11]3[C:10]([CH3:29])=[N:9]2)=CC=1.FC(F)(F)C(O)=O. Given the product [CH3:27][N:26]([CH3:28])[S:23]([C:19]1[CH:20]=[CH:21][CH:22]=[C:17]([C:15]2[CH:16]=[C:11]3[C:10]([CH3:29])=[N:9][NH:8][C:12]3=[N:13][CH:14]=2)[CH:18]=1)(=[O:24])=[O:25], predict the reactants needed to synthesize it. (2) Given the product [CH3:11][C:12]1[O:5][C:4](=[O:6])[C:3]2[CH:7]=[CH:8][CH:9]=[N:10][C:2]=2[N:1]=1, predict the reactants needed to synthesize it. The reactants are: [NH2:1][C:2]1[N:10]=[CH:9][CH:8]=[CH:7][C:3]=1[C:4]([OH:6])=[O:5].[C:11](OC(=O)C)(=O)[CH3:12]. (3) Given the product [CH3:18][C:8]1([CH3:17])[CH:9]([C:12]([O:14][CH2:15][CH3:16])=[O:13])[CH2:10][CH2:11][N:7]1[C:5](=[O:6])[C:4](=[O:19])[NH:56][C@H:54]([CH3:55])[C:53]([F:58])([F:57])[F:52], predict the reactants needed to synthesize it. The reactants are: C(O[C:4](=[O:19])[C:5]([N:7]1[CH2:11][CH2:10][CH:9]([C:12]([O:14][CH2:15][CH3:16])=[O:13])[C:8]1([CH3:18])[CH3:17])=[O:6])C.C(O)C.[OH-].[Na+].Cl.C(OC(C1CCN(C(=O)C(O)=O)C1(C)C)=O)C.CCN(C(C)C)C(C)C.[F:52][C:53]([F:58])([F:57])[C@H:54]([NH2:56])[CH3:55].CN(C(ON1N=NC2C=CC=NC1=2)=[N+](C)C)C.F[P-](F)(F)(F)(F)F. (4) The reactants are: C[O:2][C:3]1[CH:8]=[C:7]([C:9]2[O:13][C:12]([C:14]3[CH:19]=[CH:18][C:17]([C:20]([CH3:23])([CH3:22])[CH3:21])=[CH:16][CH:15]=3)=[N:11][N:10]=2)[CH:6]=[CH:5][C:4]=1[C:24]1[O:28][C:27]([C:29]2[CH:34]=[CH:33][C:32]([C:35]([CH3:38])([CH3:37])[CH3:36])=[CH:31][CH:30]=2)=[N:26][N:25]=1.B(Br)(Br)Br.C(=O)([O-])[O-].[Na+].[Na+]. Given the product [C:35]([C:32]1[CH:31]=[CH:30][C:29]([C:27]2[O:28][C:24]([C:4]3[CH:5]=[CH:6][C:7]([C:9]4[O:13][C:12]([C:14]5[CH:15]=[CH:16][C:17]([C:20]([CH3:23])([CH3:22])[CH3:21])=[CH:18][CH:19]=5)=[N:11][N:10]=4)=[CH:8][C:3]=3[OH:2])=[N:25][N:26]=2)=[CH:34][CH:33]=1)([CH3:38])([CH3:37])[CH3:36], predict the reactants needed to synthesize it. (5) Given the product [CH3:8][C:7]1[C:2]([CH:1]=[O:18])=[N:3][CH:4]=[C:5]([CH3:9])[CH:6]=1, predict the reactants needed to synthesize it. The reactants are: [CH3:1][C:2]1[C:7]([CH3:8])=[CH:6][C:5]([CH3:9])=[CH:4][N:3]=1.ClC1C=CC=C(C(OO)=[O:18])C=1.[OH-].[Na+]. (6) The reactants are: C([O:3][C:4]([C:6]1[N:7]([CH2:16][C:17]([F:20])([F:19])[F:18])[C:8]2[C:13]([CH:14]=1)=[CH:12][C:11]([OH:15])=[CH:10][CH:9]=2)=[O:5])C.O.[OH-].[Li+].O.CO. Given the product [OH:15][C:11]1[CH:12]=[C:13]2[C:8](=[CH:9][CH:10]=1)[N:7]([CH2:16][C:17]([F:20])([F:18])[F:19])[C:6]([C:4]([OH:5])=[O:3])=[CH:14]2, predict the reactants needed to synthesize it.